From a dataset of Reaction yield outcomes from USPTO patents with 853,638 reactions. Predict the reaction yield, written as a fraction of the theoretical maximum amount of product (1.0 means a 100% yield; for example, 0.34 means a 34% yield). The reactants are [NH2:1][C:2]1[CH:3]=[C:4]([CH:21]=[CH:22][CH:23]=1)[O:5][C:6]1[CH:7]=[CH:8][C:9]2[N:10]([CH:12]=[C:13]([NH:15][C:16]([CH:18]3[CH2:20][CH2:19]3)=[O:17])[N:14]=2)[N:11]=1.[OH:24][C:25]([CH3:31])([CH3:30])[CH2:26][C:27](O)=[O:28].Cl.CN(C)CCCN=C=NCC.ON1C2C=CC=CC=2N=N1.C(N(CC)CC)C. The catalyst is CN(C)C=O. The product is [OH:24][C:25]([CH3:31])([CH3:30])[CH2:26][C:27]([NH:1][C:2]1[CH:3]=[C:4]([CH:21]=[CH:22][CH:23]=1)[O:5][C:6]1[CH:7]=[CH:8][C:9]2[N:10]([CH:12]=[C:13]([NH:15][C:16]([CH:18]3[CH2:20][CH2:19]3)=[O:17])[N:14]=2)[N:11]=1)=[O:28]. The yield is 0.160.